Dataset: Catalyst prediction with 721,799 reactions and 888 catalyst types from USPTO. Task: Predict which catalyst facilitates the given reaction. (1) Reactant: C([O:5][C:6](=[O:29])[CH2:7][NH:8][C:9]([C:11]1[C:25](=[O:26])[C:24]2[C:19](=[CH:20][CH:21]=[CH:22][C:23]=2[Cl:27])[C:13]2([CH2:18][CH2:17][O:16][CH2:15][CH2:14]2)[C:12]=1[OH:28])=[O:10])(C)(C)C. Product: [Cl:27][C:23]1[CH:22]=[CH:21][CH:20]=[C:19]2[C:24]=1[C:25](=[O:26])[C:11]([C:9]([NH:8][CH2:7][C:6]([OH:29])=[O:5])=[O:10])=[C:12]([OH:28])[C:13]12[CH2:14][CH2:15][O:16][CH2:17][CH2:18]1. The catalyst class is: 484. (2) Reactant: [OH:1][C@@:2]1([CH2:9][NH:10][C:11]([C:13]2[C:14]3[CH:15]=[CH:16][C:17](Cl)=[N:18][C:19]=3[CH:20]=[CH:21][C:22]=2[Cl:23])=[O:12])[CH2:7][CH2:6][CH2:5][C@H:4]([CH3:8])[CH2:3]1.C(=O)([O-])[O-].[Cs+].[Cs+].[C:31]1(B2OC(C)(C)C(C)(C)O2)[CH2:35][CH2:34][CH2:33][CH:32]=1. Product: [OH:1][C@@:2]1([CH2:9][NH:10][C:11]([C:13]2[C:14]3[CH:15]=[CH:16][C:17]([C:31]4[CH2:35][CH2:34][CH2:33][CH:32]=4)=[N:18][C:19]=3[CH:20]=[CH:21][C:22]=2[Cl:23])=[O:12])[CH2:7][CH2:6][CH2:5][C@H:4]([CH3:8])[CH2:3]1. The catalyst class is: 73. (3) Product: [O:26]=[C:27]1[CH2:32][CH2:31][CH:30]([C:33]#[N:34])[CH2:29][CH2:28]1. The catalyst class is: 578. Reactant: [N+]([O-])([O-])=O.[Ce+4].[NH4+].[N+]([O-])([O-])=O.[N+]([O-])([O-])=O.[N+]([O-])([O-])=O.[N+]([O-])([O-])=O.O1[C:27]2([CH2:32][CH2:31][CH:30]([C:33]#[N:34])[CH2:29][CH2:28]2)[O:26]CC1. (4) Reactant: [CH3:1][C:2]1[CH:3]=[CH:4][C:5]([NH:21][C:22]([C:24]2[CH:25]=[CH:26][C:27]([CH2:30][N:31]3[CH2:36][CH2:35][N:34]([CH3:37])[CH2:33][CH2:32]3)=[CH:28][CH:29]=2)=[O:23])=[CH:6][C:7]=1[NH:8][C:9]1[N:10]=[CH:11][CH:12]=[C:13]([C:15]2[CH:16]=[CH:17][CH:18]=[N:19][CH:20]=2)[N:14]=1.[Cl:38][CH:39]([Cl:43])[C:40]([OH:42])=[O:41]. Product: [CH3:1][C:2]1[CH:3]=[CH:4][C:5]([NH:21][C:22]([C:24]2[CH:29]=[CH:28][C:27]([CH2:30][N:31]3[CH2:32][CH2:33][N:34]([CH3:37])[CH2:35][CH2:36]3)=[CH:26][CH:25]=2)=[O:23])=[CH:6][C:7]=1[NH:8][C:9]1[N:10]=[CH:11][CH:12]=[C:13]([C:15]2[CH:16]=[CH:17][CH:18]=[N:19][CH:20]=2)[N:14]=1.[Cl:38][CH:39]([Cl:43])[C:40]([O-:42])=[O:41]. The catalyst class is: 5. (5) The catalyst class is: 5. Reactant: [CH3:1][S:2][C:3]1[CH:4]=[C:5]([CH:9]=[CH:10][CH:11]=1)[C:6]([OH:8])=[O:7].[OH2:12]. Product: [CH3:1][S:2]([C:3]1[CH:4]=[C:5]([CH:9]=[CH:10][CH:11]=1)[C:6]([OH:8])=[O:7])=[O:12]. (6) Reactant: [F:1][C:2]1[CH:7]=[CH:6][C:5]([N:8]2[C:12]3[N:13]=[C:14]([S:17][CH3:18])[N:15]=[CH:16][C:11]=3[CH:10]=[C:9]2[C:19](Cl)=[O:20])=[CH:4][CH:3]=1.Cl.[CH3:23][NH:24][O:25][CH3:26].C(N(CC)CC)C. Product: [CH3:26][O:25][N:24]([CH3:23])[C:19]([C:9]1[N:8]([C:5]2[CH:6]=[CH:7][C:2]([F:1])=[CH:3][CH:4]=2)[C:12]2[N:13]=[C:14]([S:17][CH3:18])[N:15]=[CH:16][C:11]=2[CH:10]=1)=[O:20]. The catalyst class is: 34. (7) Reactant: [Cl:1][C:2]1[CH:7]=[CH:6][C:5]([C:8]2[N:12]([CH2:13][C:14]3[CH:19]=[CH:18][CH:17]=[CH:16][C:15]=3[F:20])[C:11](=[O:21])[N:10]([CH2:22][C:23]([OH:25])=O)[N:9]=2)=[CH:4][CH:3]=1.C(Cl)CCl.C1C=CC2N(O)N=NC=2C=1.Cl.[C:41](=[O:57])([O:43][CH2:44][CH:45]([NH2:56])[C:46]1[CH:51]=[CH:50][CH:49]=[CH:48][C:47]=1[C:52]([F:55])([F:54])[F:53])[NH2:42].Cl. Product: [C:41](=[O:57])([O:43][CH2:44][CH:45]([NH:56][C:23](=[O:25])[CH2:22][N:10]1[C:11](=[O:21])[N:12]([CH2:13][C:14]2[CH:19]=[CH:18][CH:17]=[CH:16][C:15]=2[F:20])[C:8]([C:5]2[CH:4]=[CH:3][C:2]([Cl:1])=[CH:7][CH:6]=2)=[N:9]1)[C:46]1[CH:51]=[CH:50][CH:49]=[CH:48][C:47]=1[C:52]([F:55])([F:53])[F:54])[NH2:42]. The catalyst class is: 3. (8) The catalyst class is: 3. Product: [CH2:33]([O:40][C:41]([C@H:43]1[CH2:48][CH2:47][C@@H:46]([C:49]([N:5]2[CH2:6][CH2:7][CH2:8][N:2]([C:9]3[CH:14]=[CH:13][C:12]([NH:15][C:16]([C:18]4[N:19]=[C:20]([C:27]5[CH:32]=[CH:31][CH:30]=[CH:29][CH:28]=5)[O:21][C:22]=4[C:23]([F:26])([F:24])[F:25])=[O:17])=[CH:11][CH:10]=3)[CH2:3][CH2:4]2)=[O:50])[CH2:45][CH2:44]1)=[O:42])[C:34]1[CH:39]=[CH:38][CH:37]=[CH:36][CH:35]=1. Reactant: Cl.[N:2]1([C:9]2[CH:14]=[CH:13][C:12]([NH:15][C:16]([C:18]3[N:19]=[C:20]([C:27]4[CH:32]=[CH:31][CH:30]=[CH:29][CH:28]=4)[O:21][C:22]=3[C:23]([F:26])([F:25])[F:24])=[O:17])=[CH:11][CH:10]=2)[CH2:8][CH2:7][CH2:6][NH:5][CH2:4][CH2:3]1.[CH2:33]([O:40][C:41]([C@H:43]1[CH2:48][CH2:47][C@@H:46]([C:49](O)=[O:50])[CH2:45][CH2:44]1)=[O:42])[C:34]1[CH:39]=[CH:38][CH:37]=[CH:36][CH:35]=1.C(N(CC)CC)C.C1CN([P+](Br)(N2CCCC2)N2CCCC2)CC1.F[P-](F)(F)(F)(F)F. (9) Reactant: [CH:1]1([N:6]2[CH:21]=[C:9]3[CH2:10][N:11](C(OC(C)(C)C)=O)[CH2:12][CH2:13][C:8]3=[N:7]2)[CH2:5][CH2:4][CH2:3][CH2:2]1.[ClH:22]. Product: [ClH:22].[CH:1]1([N:6]2[CH:21]=[C:9]3[CH2:10][NH:11][CH2:12][CH2:13][C:8]3=[N:7]2)[CH2:5][CH2:4][CH2:3][CH2:2]1. The catalyst class is: 12. (10) Reactant: [C:1]([O:5][C:6]([N:8]1[CH2:13][CH2:12][N:11]([C:14]([O:16][C:17]([CH3:20])([CH3:19])[CH3:18])=[O:15])[CH2:10][CH:9]1[CH:21]([C:27]1[CH:32]=[CH:31][CH:30]=[CH:29][C:28]=1[N:33]1[C:41]2[C:40](=[O:42])[N:39]([CH3:43])[C:38](=[O:44])[N:37]([CH3:45])[C:36]=2[N:35]=[CH:34]1)OC(SC)=S)=[O:7])([CH3:4])([CH3:3])[CH3:2].C([SnH](CCCC)CCCC)CCC.N(C(C)(C)C#N)=NC(C)(C)C#N. Product: [C:1]([O:5][C:6]([N:8]1[CH2:13][CH2:12][N:11]([C:14]([O:16][C:17]([CH3:19])([CH3:18])[CH3:20])=[O:15])[CH2:10][CH:9]1[CH2:21][C:27]1[CH:32]=[CH:31][CH:30]=[CH:29][C:28]=1[N:33]1[C:41]2[C:40](=[O:42])[N:39]([CH3:43])[C:38](=[O:44])[N:37]([CH3:45])[C:36]=2[N:35]=[CH:34]1)=[O:7])([CH3:2])([CH3:3])[CH3:4]. The catalyst class is: 11.